This data is from Full USPTO retrosynthesis dataset with 1.9M reactions from patents (1976-2016). The task is: Predict the reactants needed to synthesize the given product. (1) The reactants are: C([O:8][C:9]1[CH:14]=[CH:13][CH:12]=[CH:11][C:10]=1[NH:15][C:16](=[O:24])[C:17]1[CH:22]=[CH:21][N:20]=[CH:19][C:18]=1[F:23])C1C=CC=CC=1. Given the product [F:23][C:18]1[CH:19]=[N:20][CH:21]=[CH:22][C:17]=1[C:16]([NH:15][C:10]1[CH:11]=[CH:12][CH:13]=[CH:14][C:9]=1[OH:8])=[O:24], predict the reactants needed to synthesize it. (2) Given the product [F:1][C:2]1[CH:7]=[CH:6][C:5]([C:8]2[C:9]([C:36]3[CH:37]=[CH:38][CH:39]=[CH:40][CH:41]=3)=[C:10]([C:18]([NH:20][CH2:21][C:22]3[CH:23]=[CH:24][C:25]([CH2:26][O:27][C:28](=[O:33])[C:29]([CH3:30])([CH3:31])[CH3:32])=[CH:34][CH:35]=3)=[O:19])[N:11]([CH:15]([CH3:17])[CH3:16])[C:12]=2[CH2:13][OH:14])=[CH:4][CH:3]=1, predict the reactants needed to synthesize it. The reactants are: [F:1][C:2]1[CH:7]=[CH:6][C:5]([C:8]2[C:9]([C:36]3[CH:41]=[CH:40][CH:39]=[CH:38][CH:37]=3)=[C:10]([C:18]([NH:20][CH2:21][C:22]3[CH:35]=[CH:34][C:25]([CH2:26][O:27][C:28](=[O:33])[C:29]([CH3:32])([CH3:31])[CH3:30])=[CH:24][CH:23]=3)=[O:19])[N:11]([CH:15]([CH3:17])[CH3:16])[C:12]=2[CH:13]=[O:14])=[CH:4][CH:3]=1.[BH4-].[Na+]. (3) Given the product [NH2:1][C:2]1[S:3][C:4]2[C:10]([C:15]([O:18][CH3:19])=[O:17])=[CH:9][CH:8]=[CH:7][C:5]=2[N:6]=1, predict the reactants needed to synthesize it. The reactants are: [NH2:1][C:2]1[S:3][C:4]2[CH:10]=[CH:9][C:8](C(OC)=O)=[CH:7][C:5]=2[N:6]=1.[C:15]([O:18][CH2:19]C)(=[O:17])C. (4) The reactants are: [CH2:1]([C:3]1[CH:8]=[CH:7][C:6]([C@H:9]2[CH2:14][C@@H:13]([C:15]([F:18])([F:17])[F:16])[N:12]3[N:19]=[CH:20][C:21]([C:22](O)=[O:23])=[C:11]3[NH:10]2)=[CH:5][CH:4]=1)[CH3:2].CN(C(ON1N=NC2C=CC=NC1=2)=[N+](C)C)C.F[P-](F)(F)(F)(F)F.C(N(CC)C(C)C)(C)C.Cl.[F:59][C:60]1[C:61]([CH2:67][NH2:68])=[N:62][CH:63]=[C:64]([F:66])[CH:65]=1. Given the product [F:59][C:60]1[C:61]([CH2:67][NH:68][C:22]([C:21]2[CH:20]=[N:19][N:12]3[C@H:13]([C:15]([F:17])([F:16])[F:18])[CH2:14][C@H:9]([C:6]4[CH:7]=[CH:8][C:3]([CH2:1][CH3:2])=[CH:4][CH:5]=4)[NH:10][C:11]=23)=[O:23])=[N:62][CH:63]=[C:64]([F:66])[CH:65]=1, predict the reactants needed to synthesize it. (5) Given the product [CH3:12][C:7]1([CH3:13])[O:8][C:9]2=[CH:10][C:11]3[CH:14]=[CH:15][CH:16]=[N:1][C:2]=3[CH:3]=[C:4]2[CH:5]=[CH:6]1, predict the reactants needed to synthesize it. The reactants are: [NH2:1][C:2]1[CH:3]=[C:4]2[C:9](=[CH:10][CH:11]=1)[O:8][C:7]([CH3:13])([CH3:12])[CH:6]=[CH:5]2.[CH2:14](O)[CH2:15][CH2:16]O.C(P(CCCC)CCCC)CCC. (6) Given the product [ClH:1].[CH2:30]([C:25]1([OH:29])[CH2:26][CH:27]2[CH:23]([CH2:22][CH:21]([NH:10][CH2:11][C:12]([N:14]3[CH2:18][CH2:17][CH2:16][CH:15]3[C:19]#[N:20])=[O:13])[CH2:28]2)[CH2:24]1)[CH2:31][CH2:32][CH3:33], predict the reactants needed to synthesize it. The reactants are: [Cl:1]CCl.C(OC(=O)[N:10]([CH:21]1[CH2:28][CH:27]2[CH:23]([CH2:24][C:25]([CH2:30][CH2:31][CH2:32][CH3:33])([OH:29])[CH2:26]2)[CH2:22]1)[CH2:11][C:12]([N:14]1[CH2:18][CH2:17][CH2:16][CH:15]1[C:19]#[N:20])=[O:13])(C)(C)C.Cl. (7) Given the product [CH2:1]([O:3][C:4]([C:6]1[O:14][C:13]2[C:12]([F:15])=[CH:11][N:10]=[CH:9][C:8]=2[C:7]=1[NH:35][C:26]1[CH:27]=[CH:28][C:29]([Si:31]([CH3:33])([CH3:32])[CH3:34])=[CH:30][C:25]=1[F:24])=[O:5])[CH3:2], predict the reactants needed to synthesize it. The reactants are: [CH2:1]([O:3][C:4]([C:6]1[O:14][C:13]2[C:12]([F:15])=[CH:11][N:10]=[CH:9][C:8]=2[C:7]=1OS(C(F)(F)F)(=O)=O)=[O:5])[CH3:2].[F:24][C:25]1[CH:30]=[C:29]([Si:31]([CH3:34])([CH3:33])[CH3:32])[CH:28]=[CH:27][C:26]=1[NH2:35].P([O-])([O-])([O-])=O.[K+].[K+].[K+].CC1(C)C2C(=C(P(C3C=CC=CC=3)C3C=CC=CC=3)C=CC=2)OC2C(P(C3C=CC=CC=3)C3C=CC=CC=3)=CC=CC1=2. (8) Given the product [Cl:31][C:25]1[CH:26]=[C:27]([Cl:30])[CH:28]=[CH:29][C:24]=1[CH2:23][NH:22][C:20]([CH:17]1[CH2:18][CH2:19][N:14]([C:4]2[CH:3]=[C:2]([NH:33][CH3:32])[N:7]=[C:6]([C:8]3[CH:9]=[CH:10][CH:11]=[CH:12][CH:13]=3)[N:5]=2)[CH2:15][CH2:16]1)=[O:21], predict the reactants needed to synthesize it. The reactants are: Cl[C:2]1[N:7]=[C:6]([C:8]2[CH:13]=[CH:12][CH:11]=[CH:10][CH:9]=2)[N:5]=[C:4]([N:14]2[CH2:19][CH2:18][CH:17]([C:20]([NH:22][CH2:23][C:24]3[CH:29]=[CH:28][C:27]([Cl:30])=[CH:26][C:25]=3[Cl:31])=[O:21])[CH2:16][CH2:15]2)[CH:3]=1.[CH3:32][NH2:33].CCO. (9) Given the product [N+:1]([C:4]1[CH:5]=[CH:6][C:7]([C:10]([N:8]2[CH2:9][CH2:4][CH2:5][CH2:6][CH2:7]2)=[O:12])=[N:8][CH:9]=1)([O-:3])=[O:2], predict the reactants needed to synthesize it. The reactants are: [N+:1]([C:4]1[CH:5]=[CH:6][C:7]([C:10]([O:12]C)=O)=[N:8][CH:9]=1)([O-:3])=[O:2].